From a dataset of TCR-epitope binding with 47,182 pairs between 192 epitopes and 23,139 TCRs. Binary Classification. Given a T-cell receptor sequence (or CDR3 region) and an epitope sequence, predict whether binding occurs between them. The epitope is TPQDLNTML. The TCR CDR3 sequence is CASSLGTREAFF. Result: 0 (the TCR does not bind to the epitope).